This data is from Forward reaction prediction with 1.9M reactions from USPTO patents (1976-2016). The task is: Predict the product of the given reaction. (1) Given the reactants [N:1]([C:4]1C=CC(C(OC)=O)=[CH:6][CH:5]=1)=[C:2]=[O:3].Cl.[CH2:15]1[C:23]2[C:18](=[CH:19][C:20]([CH2:24][OH:25])=[CH:21][CH:22]=2)[CH2:17][NH:16]1.[CH2:26]1[C:34]2[C:29](=[CH:30][CH:31]=[CH:32][CH:33]=2)CN1, predict the reaction product. The product is: [OH:25][CH2:24][C:20]1[CH:19]=[C:18]2[C:23](=[CH:22][CH:21]=1)[CH2:15][N:16]([C:2]([NH:1][CH2:4][CH2:5][CH2:6][CH2:26][C:34]1[CH:29]=[CH:30][CH:31]=[CH:32][CH:33]=1)=[O:3])[CH2:17]2. (2) Given the reactants CN(C)C(N(C)C)=N.[CH3:9][O:10][C:11](=[O:48])[CH:12](P(OC)(OC)=O)[NH:13][C:14](=[O:41])[C:15]1[C:20]([CH3:21])=[CH:19][C:18]([C:22]([NH:24][CH2:25][C:26]2[CH:31]=[CH:30][CH:29]=[C:28]([O:32][Si:33]([C:36]([CH3:39])([CH3:38])[CH3:37])([CH3:35])[CH3:34])[CH:27]=2)=[O:23])=[CH:17][C:16]=1[CH3:40].[CH3:49][C:50]1[S:51][C:52]([CH:56]=O)=[C:53]([CH3:55])[N:54]=1, predict the reaction product. The product is: [CH3:9][O:10][C:11](=[O:48])/[C:12](/[NH:13][C:14](=[O:41])[C:15]1[C:20]([CH3:21])=[CH:19][C:18]([C:22]([NH:24][CH2:25][C:26]2[CH:31]=[CH:30][CH:29]=[C:28]([O:32][Si:33]([C:36]([CH3:39])([CH3:38])[CH3:37])([CH3:34])[CH3:35])[CH:27]=2)=[O:23])=[CH:17][C:16]=1[CH3:40])=[CH:56]/[C:52]1[S:51][C:50]([CH3:49])=[N:54][C:53]=1[CH3:55].